From a dataset of Full USPTO retrosynthesis dataset with 1.9M reactions from patents (1976-2016). Predict the reactants needed to synthesize the given product. (1) The reactants are: [CH2:1]([C@H:8]([NH:24][C:25]([C:27]1[CH:28]=[CH:29][CH:30]=[C:31]2[C:36]=1[N:35]=[CH:34][N:33]([CH:37]([CH2:41][CH2:42][CH3:43])[CH2:38][CH2:39][CH3:40])[C:32]2=[O:44])=[O:26])[C@H:9]([OH:23])[CH2:10][NH:11][CH2:12][C:13]1[CH:18]=[CH:17][CH:16]=[C:15]([C:19]([F:22])([F:21])[F:20])[CH:14]=1)[C:2]1[CH:7]=[CH:6][CH:5]=[CH:4][CH:3]=1.[ClH:45]. Given the product [ClH:45].[CH2:1]([C@H:8]([NH:24][C:25]([C:27]1[CH:28]=[CH:29][CH:30]=[C:31]2[C:36]=1[N:35]=[CH:34][N:33]([CH:37]([CH2:41][CH2:42][CH3:43])[CH2:38][CH2:39][CH3:40])[C:32]2=[O:44])=[O:26])[C@H:9]([OH:23])[CH2:10][NH:11][CH2:12][C:13]1[CH:18]=[CH:17][CH:16]=[C:15]([C:19]([F:21])([F:22])[F:20])[CH:14]=1)[C:2]1[CH:3]=[CH:4][CH:5]=[CH:6][CH:7]=1, predict the reactants needed to synthesize it. (2) Given the product [F:22][C:23]1[CH:30]=[C:29]([O:31][CH2:32][CH2:33][F:34])[CH:28]=[C:27]([F:35])[C:24]=1[C:25]1[N:9]=[C:5]2[N:6]=[CH:7][CH:8]=[C:3]([O:2][CH3:1])[N:4]2[C:11]=1[NH:10][C:12]1[CH:21]=[CH:20][C:15]2[O:16][CH2:17][CH2:18][O:19][C:14]=2[CH:13]=1, predict the reactants needed to synthesize it. The reactants are: [CH3:1][O:2][C:3]1[CH:8]=[CH:7][N:6]=[C:5]([NH2:9])[N:4]=1.[N+:10]([C:12]1[CH:21]=[CH:20][C:15]2[O:16][CH2:17][CH2:18][O:19][C:14]=2[CH:13]=1)#[C-:11].[F:22][C:23]1[CH:30]=[C:29]([O:31][CH2:32][CH2:33][F:34])[CH:28]=[C:27]([F:35])[C:24]=1[CH:25]=O.[Cl-].[In+3].[Cl-].[Cl-]. (3) Given the product [Br:1][C:2]1[C:3]([F:17])=[C:4]([C:5]([F:8])=[CH:6][CH:7]=1)[NH2:9], predict the reactants needed to synthesize it. The reactants are: [Br:1][C:2]1[C:3]([F:17])=[C:4]([NH:9]C(=O)OC(C)(C)C)[C:5]([F:8])=[CH:6][CH:7]=1.C(O)(C(F)(F)F)=O. (4) Given the product [F:24][C:2]([F:1])([F:23])[C:3]([C@H:16]1[CH2:21][CH2:20][C@H:19]([NH:22][S:40]([C:34]2[CH:39]=[CH:38][CH:37]=[CH:36][CH:35]=2)(=[O:42])=[O:41])[CH2:18][CH2:17]1)([O:8][Si:9]([CH2:10][CH3:11])([CH2:14][CH3:15])[CH2:12][CH3:13])[C:4]([F:7])([F:6])[F:5], predict the reactants needed to synthesize it. The reactants are: [F:1][C:2]([F:24])([F:23])[C:3]([C@H:16]1[CH2:21][CH2:20][C@H:19]([NH2:22])[CH2:18][CH2:17]1)([O:8][Si:9]([CH2:14][CH3:15])([CH2:12][CH3:13])[CH2:10][CH3:11])[C:4]([F:7])([F:6])[F:5].CCN(C(C)C)C(C)C.[C:34]1([S:40](Cl)(=[O:42])=[O:41])[CH:39]=[CH:38][CH:37]=[CH:36][CH:35]=1. (5) Given the product [F:21][C:7]([F:6])([F:20])[C:8]1[N:13]=[C:12]2[CH:14]=[C:15]([C:17]([O:19][CH2:22][CH3:23])=[O:18])[NH:16][C:11]2=[CH:10][CH:9]=1, predict the reactants needed to synthesize it. The reactants are: S(=O)(=O)(O)O.[F:6][C:7]([F:21])([F:20])[C:8]1[N:13]=[C:12]2[CH:14]=[C:15]([C:17]([OH:19])=[O:18])[NH:16][C:11]2=[CH:10][CH:9]=1.[CH2:22](O)[CH3:23].